From a dataset of Reaction yield outcomes from USPTO patents with 853,638 reactions. Predict the reaction yield, written as a fraction of the theoretical maximum amount of product (1.0 means a 100% yield; for example, 0.34 means a 34% yield). The reactants are O=[C:2]1[CH2:7][CH2:6][CH:5]([C:8]([O:10][CH2:11][CH3:12])=[O:9])[CH2:4][CH2:3]1.[CH2:13]([NH:20][CH2:21][C:22]1[CH:27]=[CH:26][CH:25]=[CH:24][CH:23]=1)[C:14]1[CH:19]=[CH:18][CH:17]=[CH:16][CH:15]=1.C(O[BH-](OC(=O)C)OC(=O)C)(=O)C.[Na+].Cl.[OH-].[Na+]. The catalyst is ClCCCl. The product is [CH2:21]([N:20]([CH:2]1[CH2:7][CH2:6][CH:5]([C:8]([O:10][CH2:11][CH3:12])=[O:9])[CH2:4][CH2:3]1)[CH2:13][C:14]1[CH:19]=[CH:18][CH:17]=[CH:16][CH:15]=1)[C:22]1[CH:27]=[CH:26][CH:25]=[CH:24][CH:23]=1. The yield is 0.840.